The task is: Predict the product of the given reaction.. This data is from Forward reaction prediction with 1.9M reactions from USPTO patents (1976-2016). (1) Given the reactants C(N1C=CN=C1)(N1C=CN=C1)=O.[Br:13][C:14]1[C:15]([CH3:32])=[N:16][O:17][C:18]=1[NH:19][S:20]([C:23]1[CH:27]=[CH:26][S:25][C:24]=1[C:28]([O:30][CH3:31])=[O:29])(=[O:22])=[O:21].[CH2:33]1[O:37][C:36]2[CH:38]=C(O)[CH:40]=[CH:41][C:35]=2[O:34]1.N1C=CN=C1, predict the reaction product. The product is: [Br:13][C:14]1[C:15]([CH3:32])=[N:16][O:17][C:18]=1[NH:19][S:20]([C:23]1[CH:27]=[CH:26][S:25][C:24]=1[C:28]([O:30][C:31]1[CH:40]=[CH:41][C:35]2[O:34][CH2:33][O:37][C:36]=2[CH:38]=1)=[O:29])(=[O:21])=[O:22]. (2) Given the reactants Cl.[NH2:2][CH2:3][C:4]1[CH:9]=[CH:8][C:7]([C:10]2[N:14]=C(C)O[N:11]=2)=[CH:6][C:5]=1[NH:16][CH2:17][C:18]([O:20]CC1C=CC=CC=1)=[O:19].[CH3:28][C:29]1[CH:30]=[C:31]([CH:35]=[CH:36][C:37]=1[CH3:38])[C:32](O)=[O:33], predict the reaction product. The product is: [C:10]([C:7]1[CH:8]=[CH:9][C:4]([CH2:3][NH:2][C:32](=[O:33])[C:31]2[CH:35]=[CH:36][C:37]([CH3:38])=[C:29]([CH3:28])[CH:30]=2)=[C:5]([NH:16][CH2:17][C:18]([OH:20])=[O:19])[CH:6]=1)(=[NH:11])[NH2:14].